Dataset: Forward reaction prediction with 1.9M reactions from USPTO patents (1976-2016). Task: Predict the product of the given reaction. Given the reactants [CH2:1]([C:3]1[CH:8]=[C:7]([CH3:9])[NH:6][C:5](=[O:10])[C:4]=1[C:11]#[N:12])[CH3:2].C(N(CC)CC)C.[C:20](O[C:20]([O:22][C:23]([CH3:26])([CH3:25])[CH3:24])=[O:21])([O:22][C:23]([CH3:26])([CH3:25])[CH3:24])=[O:21], predict the reaction product. The product is: [CH2:1]([C:3]1[CH:8]=[C:7]([CH3:9])[NH:6][C:5](=[O:10])[C:4]=1[CH2:11][NH:12][C:20](=[O:21])[O:22][C:23]([CH3:26])([CH3:25])[CH3:24])[CH3:2].